This data is from Forward reaction prediction with 1.9M reactions from USPTO patents (1976-2016). The task is: Predict the product of the given reaction. (1) Given the reactants [NH2:1][C:2]1[CH:9]=[CH:8][C:7]([CH2:10][C:11]2[CH:16]=[CH:15][CH:14]=[CH:13][CH:12]=2)=[CH:6][C:3]=1[C:4]#[N:5].Cl.Cl[C:19]([NH2:21])=[NH:20].Cl, predict the reaction product. The product is: [NH2:21][C:19]1[N:20]=[C:4]([NH2:5])[C:3]2[C:2](=[CH:9][CH:8]=[C:7]([CH2:10][C:11]3[CH:12]=[CH:13][CH:14]=[CH:15][CH:16]=3)[CH:6]=2)[N:1]=1. (2) Given the reactants [O:1]1[C:5]2[CH:6]=[CH:7][CH:8]=[CH:9][C:4]=2[CH:3]=[C:2]1[C:10]([NH:12][C@@H:13]([CH2:18][CH2:19][CH2:20][N:21]([C:23]([O:25][CH2:26][C:27]1[CH:32]=[CH:31][CH:30]=[CH:29][CH:28]=1)=[O:24])[CH3:22])[C:14]([O:16]C)=[O:15])=[O:11].[OH-].[Na+].Cl, predict the reaction product. The product is: [O:1]1[C:5]2[CH:6]=[CH:7][CH:8]=[CH:9][C:4]=2[CH:3]=[C:2]1[C:10]([NH:12][C@@H:13]([CH2:18][CH2:19][CH2:20][N:21]([C:23]([O:25][CH2:26][C:27]1[CH:28]=[CH:29][CH:30]=[CH:31][CH:32]=1)=[O:24])[CH3:22])[C:14]([OH:16])=[O:15])=[O:11]. (3) Given the reactants C[O:2][C:3]([C:5]1[C:13]2[N:12]=[C:11]([C:14](=[O:25])[NH:15][CH:16]3[CH2:21][CH2:20][N:19]([CH:22]([CH3:24])[CH3:23])[CH2:18][CH2:17]3)[N:10]([CH2:26][CH2:27][C:28]3[CH:33]=[CH:32][C:31]([Cl:34])=[CH:30][CH:29]=3)[C:9]=2[CH:8]=[CH:7][CH:6]=1)=[O:4].C[O:36][C:37]([C:39]1[C:47]2[N:46]([CH2:48][CH2:49][C:50]3[CH:55]=[CH:54][C:53]([Cl:56])=[CH:52][CH:51]=3)[C:45]([C:57](=[O:68])[NH:58][CH:59]3[CH2:64][CH2:63][N:62]([CH:65]([CH3:67])[CH3:66])[CH2:61][CH2:60]3)=[N:44][C:43]=2[CH:42]=[CH:41][CH:40]=1)=[O:38].[Li+].[OH-].Cl, predict the reaction product. The product is: [Cl:34][C:31]1[CH:32]=[CH:33][C:28]([CH2:27][CH2:26][N:10]2[C:9]3[CH:8]=[CH:7][CH:6]=[C:5]([C:3]([OH:4])=[O:2])[C:13]=3[N:12]=[C:11]2[C:14](=[O:25])[NH:15][CH:16]2[CH2:21][CH2:20][N:19]([CH:22]([CH3:23])[CH3:24])[CH2:18][CH2:17]2)=[CH:29][CH:30]=1.[Cl:56][C:53]1[CH:54]=[CH:55][C:50]([CH2:49][CH2:48][N:46]2[C:47]3[C:39]([C:37]([OH:38])=[O:36])=[CH:40][CH:41]=[CH:42][C:43]=3[N:44]=[C:45]2[C:57](=[O:68])[NH:58][CH:59]2[CH2:64][CH2:63][N:62]([CH:65]([CH3:66])[CH3:67])[CH2:61][CH2:60]2)=[CH:51][CH:52]=1. (4) The product is: [ClH:33].[NH2:19][C@H:17]([C@@H:14]1[CH2:15][CH2:16][N:12]([C:11]2[C:10]3[CH2:27][CH2:28][CH:29]([CH3:30])[N:8]4[C:9]=3[C:4]([C:5](=[O:32])[NH:6][C:7]4=[O:31])=[CH:3][C:2]=2[F:1])[CH2:13]1)[CH3:18]. Given the reactants [F:1][C:2]1[CH:3]=[C:4]2[C:9]3=[C:10]([CH2:27][CH2:28][CH:29]([CH3:30])[N:8]3[C:7](=[O:31])[NH:6][C:5]2=[O:32])[C:11]=1[N:12]1[CH2:16][CH2:15][C@@H:14]([C@@H:17]([NH:19]C(=O)OC(C)(C)C)[CH3:18])[CH2:13]1.[ClH:33], predict the reaction product. (5) Given the reactants [CH3:1][C:2]([CH3:7])([CH3:6])[C:3]([NH2:5])=[O:4].C(Cl)(=O)[C:9](Cl)=[O:10].[CH3:14][N:15]1[CH:19]=[C:18]([C:20]2[CH:25]=[C:24]([O:26][C:27]3[CH:28]=[CH:29][C:30]([NH2:33])=[N:31][CH:32]=3)[CH:23]=[CH:22][N:21]=2)[CH:17]=[N:16]1.N1C=CC=CC=1, predict the reaction product. The product is: [CH3:14][N:15]1[CH:19]=[C:18]([C:20]2[CH:25]=[C:24]([O:26][C:27]3[CH:28]=[CH:29][C:30]([NH:33][C:9]([NH:5][C:3](=[O:4])[C:2]([CH3:7])([CH3:6])[CH3:1])=[O:10])=[N:31][CH:32]=3)[CH:23]=[CH:22][N:21]=2)[CH:17]=[N:16]1. (6) Given the reactants [F:1][C:2]1[CH:7]=[CH:6][C:5]([CH2:8][C:9]2[CH:18]=[C:17]3[C:12]([C:13]([OH:25])=[C:14]([C:20]([O:22]CC)=O)[C:15](=[O:19])[NH:16]3)=[N:11][CH:10]=2)=[CH:4][CH:3]=1.[N:26]1([NH2:33])[CH2:32][CH2:31][CH2:30][CH2:29][CH2:28][CH2:27]1, predict the reaction product. The product is: [F:1][C:2]1[CH:7]=[CH:6][C:5]([CH2:8][C:9]2[CH:18]=[C:17]3[C:12]([C:13]([OH:25])=[C:14]([C:20]([NH:33][N:26]4[CH2:32][CH2:31][CH2:30][CH2:29][CH2:28][CH2:27]4)=[O:22])[C:15](=[O:19])[NH:16]3)=[N:11][CH:10]=2)=[CH:4][CH:3]=1.